From a dataset of hERG Central: cardiac toxicity at 1µM, 10µM, and general inhibition. Predict hERG channel inhibition at various concentrations. (1) The molecule is CCOC(=O)C1CCN(C(=O)CCc2c(C)nc3cc(-c4ccc(OC)cc4OC)nn3c2C)CC1. Results: hERG_inhib (hERG inhibition (general)): blocker. (2) The molecule is CCCC(=O)Nc1sc2c(c1C#N)CCCCC2. Results: hERG_inhib (hERG inhibition (general)): blocker. (3) The molecule is C=CCNC(=O)C(C(=O)OCC)C1CCCCC1. Results: hERG_inhib (hERG inhibition (general)): blocker.